Dataset: NCI-60 drug combinations with 297,098 pairs across 59 cell lines. Task: Regression. Given two drug SMILES strings and cell line genomic features, predict the synergy score measuring deviation from expected non-interaction effect. Drug 2: CC1CCC2CC(C(=CC=CC=CC(CC(C(=O)C(C(C(=CC(C(=O)CC(OC(=O)C3CCCCN3C(=O)C(=O)C1(O2)O)C(C)CC4CCC(C(C4)OC)O)C)C)O)OC)C)C)C)OC. Drug 1: CN(C)N=NC1=C(NC=N1)C(=O)N. Synergy scores: CSS=23.4, Synergy_ZIP=-12.9, Synergy_Bliss=-13.7, Synergy_Loewe=-15.3, Synergy_HSA=-10.5. Cell line: SF-295.